Dataset: Full USPTO retrosynthesis dataset with 1.9M reactions from patents (1976-2016). Task: Predict the reactants needed to synthesize the given product. (1) Given the product [CH3:17][S:18]([O:1][CH:2]([CH:4]1[CH2:9][CH2:8][CH2:7][N:6]([C:10]([O:12][C:13]([CH3:15])([CH3:14])[CH3:16])=[O:11])[CH2:5]1)[CH3:3])(=[O:20])=[O:19], predict the reactants needed to synthesize it. The reactants are: [OH:1][CH:2]([CH:4]1[CH2:9][CH2:8][CH2:7][N:6]([C:10]([O:12][C:13]([CH3:16])([CH3:15])[CH3:14])=[O:11])[CH2:5]1)[CH3:3].[CH3:17][S:18](Cl)(=[O:20])=[O:19].O. (2) Given the product [Br:1][C:2]1[CH:8]=[CH:7][C:5]([NH:6][C:27]([NH:26][C:21]2[CH:22]=[CH:23][CH:24]=[CH:25][C:20]=2[O:19][CH3:18])=[O:28])=[CH:4][CH:3]=1, predict the reactants needed to synthesize it. The reactants are: [Br:1][C:2]1[CH:8]=[CH:7][C:5]([NH2:6])=[CH:4][CH:3]=1.C(N(C(C)C)CC)(C)C.[CH3:18][O:19][C:20]1[CH:25]=[CH:24][CH:23]=[CH:22][C:21]=1[N:26]=[C:27]=[O:28].